From a dataset of Peptide-MHC class I binding affinity with 185,985 pairs from IEDB/IMGT. Regression. Given a peptide amino acid sequence and an MHC pseudo amino acid sequence, predict their binding affinity value. This is MHC class I binding data. The peptide sequence is HLKRRKEPL. The MHC is BoLA-HD6 with pseudo-sequence BoLA-HD6. The binding affinity (normalized) is 0.612.